Dataset: Reaction yield outcomes from USPTO patents with 853,638 reactions. Task: Predict the reaction yield, written as a fraction of the theoretical maximum amount of product (1.0 means a 100% yield; for example, 0.34 means a 34% yield). (1) The reactants are [CH3:1][N:2]1[C:6]([C:7]2[CH:8]=[C:9]([C:14]3[CH:19]=[CH:18][CH:17]=[CH:16][CH:15]=3)[CH:10]=[CH:11][C:12]=2[OH:13])=[CH:5][CH:4]=[N:3]1.[C:20]([C:22]1[CH:23]=[C:24]([S:29]([NH:32][C:33]2[CH:38]=[CH:37][C:36]([F:39])=[CH:35][N:34]=2)(=[O:31])=[O:30])[CH:25]=[CH:26][C:27]=1F)#[N:21].C(=O)([O-])[O-].[K+].[K+].Cl. The catalyst is CS(C)=O. The product is [C:20]([C:22]1[CH:23]=[C:24]([S:29]([NH:32][C:33]2[CH:38]=[CH:37][C:36]([F:39])=[CH:35][N:34]=2)(=[O:30])=[O:31])[CH:25]=[CH:26][C:27]=1[O:13][C:12]1[CH:11]=[CH:10][C:9]([C:14]2[CH:15]=[CH:16][CH:17]=[CH:18][CH:19]=2)=[CH:8][C:7]=1[C:6]1[N:2]([CH3:1])[N:3]=[CH:4][CH:5]=1)#[N:21]. The yield is 0.180. (2) The reactants are [CH3:1][O:2][C:3]1[CH:4]=[C:5]([CH:8]=[C:9]([O:11][CH3:12])[CH:10]=1)[C:6]#N.[C:13]1([Mg]Cl)[CH:18]=[CH:17][CH:16]=[CH:15][CH:14]=1.C1C[O:24]CC1. The catalyst is Cl. The product is [CH3:1][O:2][C:3]1[CH:4]=[C:5]([CH:8]=[C:9]([O:11][CH3:12])[CH:10]=1)[C:6]([C:13]1[CH:18]=[CH:17][CH:16]=[CH:15][CH:14]=1)=[O:24]. The yield is 0.750. (3) The reactants are [NH2:1][C:2]1[CH:7]=[C:6](Cl)[CH:5]=[CH:4][N:3]=1.[F:9][C:10]1[CH:15]=[CH:14][C:13](B(O)O)=[C:12]([O:19][CH3:20])[CH:11]=1.C(=O)([O-])[O-].[Na+].[Na+]. The catalyst is COCCOC.[Pd](Cl)Cl.C1(P(C2C=CC=CC=2)C2C=CC=CC=2)C=CC=CC=1.C1(P(C2C=CC=CC=2)C2C=CC=CC=2)C=CC=CC=1. The product is [F:9][C:10]1[CH:15]=[CH:14][C:13]([C:6]2[CH:5]=[CH:4][N:3]=[C:2]([NH2:1])[CH:7]=2)=[C:12]([O:19][CH3:20])[CH:11]=1. The yield is 0.880. (4) The reactants are [C:1]([O:5][C:6]([N:8]1[CH2:12][C@@H:11]([CH2:13][O:14][CH3:15])[CH2:10][C@H:9]1[C:16]([OH:18])=[O:17])=[O:7])([CH3:4])([CH3:3])[CH3:2].Br[CH2:20][C:21]([C:23]1[CH:28]=[CH:27][C:26]([Br:29])=[CH:25][CH:24]=1)=[O:22].C(N(CC)CC)C.O. The catalyst is C(Cl)Cl. The product is [CH3:15][O:14][CH2:13][C@@H:11]1[CH2:12][N:8]([C:6]([O:5][C:1]([CH3:4])([CH3:2])[CH3:3])=[O:7])[C@H:9]([C:16]([O:18][CH2:20][C:21]([C:23]2[CH:28]=[CH:27][C:26]([Br:29])=[CH:25][CH:24]=2)=[O:22])=[O:17])[CH2:10]1. The yield is 0.560. (5) The product is [F:10][C:8]1[CH:7]=[C:4]([CH:3]=[C:2]([B:14]2[O:15][C:16]([CH3:18])([CH3:17])[C:12]([CH3:28])([CH3:11])[O:13]2)[CH:9]=1)[C:5]#[N:6]. The catalyst is CN(C=O)C.C1C=CC(P(C2C=CC=CC=2)[C-]2C=CC=C2)=CC=1.C1C=CC(P(C2C=CC=CC=2)[C-]2C=CC=C2)=CC=1.Cl[Pd]Cl.[Fe+2]. The yield is 0.600. The reactants are Br[C:2]1[CH:3]=[C:4]([CH:7]=[C:8]([F:10])[CH:9]=1)[C:5]#[N:6].[CH3:11][C:12]1([CH3:28])[C:16]([CH3:18])([CH3:17])[O:15][B:14]([B:14]2[O:15][C:16]([CH3:18])([CH3:17])[C:12]([CH3:28])([CH3:11])[O:13]2)[O:13]1.C([O-])(=O)C.[K+]. (6) The reactants are [C:1]([O:5][C:6]([NH:8][C@H:9]1[C@@H:13]([CH2:14][OH:15])[CH2:12][N:11]([C:16]([O:18][CH2:19][C:20]2[CH:25]=[CH:24][CH:23]=[CH:22][CH:21]=2)=[O:17])[CH2:10]1)=[O:7])([CH3:4])([CH3:3])[CH3:2].C(N(CC)CC)C.[CH3:33][S:34](Cl)(=[O:36])=[O:35]. The catalyst is C(Cl)Cl. The product is [C:1]([O:5][C:6]([NH:8][C@H:9]1[C@@H:13]([CH2:14][O:15][S:34]([CH3:33])(=[O:36])=[O:35])[CH2:12][N:11]([C:16]([O:18][CH2:19][C:20]2[CH:21]=[CH:22][CH:23]=[CH:24][CH:25]=2)=[O:17])[CH2:10]1)=[O:7])([CH3:4])([CH3:2])[CH3:3]. The yield is 0.970.